Dataset: Forward reaction prediction with 1.9M reactions from USPTO patents (1976-2016). Task: Predict the product of the given reaction. Given the reactants CCCCCC.C([Li])CCC.[CH3:12][C:13]1[C:17]2[CH:18]=[CH:19][CH:20]=[CH:21][C:16]=2[S:15][CH:14]=1.[Br:22][C:23]1[CH:24]=[C:25]([CH:28]=[CH:29][CH:30]=1)[CH:26]=[O:27], predict the reaction product. The product is: [Br:22][C:23]1[CH:24]=[C:25]([CH:26]([C:14]2[S:15][C:16]3[CH:21]=[CH:20][CH:19]=[CH:18][C:17]=3[C:13]=2[CH3:12])[OH:27])[CH:28]=[CH:29][CH:30]=1.